Dataset: Full USPTO retrosynthesis dataset with 1.9M reactions from patents (1976-2016). Task: Predict the reactants needed to synthesize the given product. (1) Given the product [O:1]=[C:2]1[N:7]([CH2:8][C:9]2[CH:10]=[CH:11][CH:12]=[CH:13][CH:14]=2)[C@@H:6]([C:15]([NH:42][CH2:35][C:36]2[CH:41]=[CH:40][CH:39]=[CH:38][CH:37]=2)=[O:17])[CH2:5][O:4][CH2:3]1, predict the reactants needed to synthesize it. The reactants are: [O:1]=[C:2]1[N:7]([CH2:8][C:9]2[CH:14]=[CH:13][CH:12]=[CH:11][CH:10]=2)[C@@H:6]([C:15]([OH:17])=O)[CH2:5][O:4][CH2:3]1.ON1C2C=CC=CC=2N=N1.CN1CCOCC1.[CH2:35]([NH2:42])[C:36]1[CH:41]=[CH:40][CH:39]=[CH:38][CH:37]=1.Cl.CN(C)CCCN=C=NCC. (2) Given the product [Cl:1][C:2]1[CH:3]=[C:4]([C:8]2[CH:13]=[CH:12][C:11]([NH:14][C:29]([NH:40][C:41]3[CH:61]=[CH:60][C:44]([O:45][C:46]4[CH:51]=[CH:50][N:49]=[C:48]([NH:52][CH2:53][CH2:54][CH2:55][CH2:56][N:57]([CH3:59])[CH3:58])[N:47]=4)=[CH:43][C:42]=3[CH3:62])=[O:31])=[CH:10][C:9]=2[C:15]([F:16])([F:17])[F:18])[CH:5]=[CH:6][CH:7]=1, predict the reactants needed to synthesize it. The reactants are: [Cl:1][C:2]1[CH:3]=[C:4]([C:8]2[CH:13]=[CH:12][C:11]([NH2:14])=[CH:10][C:9]=2[C:15]([F:18])([F:17])[F:16])[CH:5]=[CH:6][CH:7]=1.CCN(C(C)C)C(C)C.Cl[C:29](Cl)([O:31]C(=O)OC(Cl)(Cl)Cl)Cl.[NH2:40][C:41]1[CH:61]=[CH:60][C:44]([O:45][C:46]2[CH:51]=[CH:50][N:49]=[C:48]([NH:52][CH2:53][CH2:54][CH2:55][CH2:56][N:57]([CH3:59])[CH3:58])[N:47]=2)=[CH:43][C:42]=1[CH3:62]. (3) Given the product [CH2:19]([O:18][C:16]1[C:15]([Br:26])=[CH:14][C:9]2[CH:10]([CH3:12])[CH2:11][NH:5][CH2:6][CH2:7][C:8]=2[CH:17]=1)[C:20]1[CH:21]=[CH:22][CH:23]=[CH:24][CH:25]=1, predict the reactants needed to synthesize it. The reactants are: FC(F)(F)C([N:5]1[CH2:11][CH:10]([CH2:12]C)[C:9]2[CH:14]=[C:15]([Br:26])[C:16]([O:18][CH2:19][C:20]3[CH:25]=[CH:24][CH:23]=[CH:22][CH:21]=3)=[CH:17][C:8]=2[CH2:7][CH2:6]1)=O.[OH-].[Na+]. (4) Given the product [Cl:15][C:16]1[CH:17]=[CH:18][C:19]([C:22]2[CH:27]=[CH:26][C:25]([NH:28][C:29](=[O:32])[C:30]#[C:31][C:2]3[CH:14]=[CH:13][C:5]([CH2:6][N:7]4[CH2:12][CH2:11][CH2:10][CH2:9][CH2:8]4)=[CH:4][CH:3]=3)=[CH:24][CH:23]=2)=[CH:20][CH:21]=1, predict the reactants needed to synthesize it. The reactants are: I[C:2]1[CH:14]=[CH:13][C:5]([CH2:6][N:7]2[CH2:12][CH2:11][CH2:10][CH2:9][CH2:8]2)=[CH:4][CH:3]=1.[Cl:15][C:16]1[CH:21]=[CH:20][C:19]([C:22]2[CH:27]=[CH:26][C:25]([NH:28][C:29](=[O:32])[C:30]#[CH:31])=[CH:24][CH:23]=2)=[CH:18][CH:17]=1.ClCCl.CO.N.